From a dataset of Catalyst prediction with 721,799 reactions and 888 catalyst types from USPTO. Predict which catalyst facilitates the given reaction. (1) Reactant: [H-].[Na+].[Br:3][C:4]1[CH:13]=[C:12]2[C:7]([N:8]=[CH:9][C:10](=[O:14])[NH:11]2)=[CH:6][CH:5]=1.[CH2:15](Br)[C:16]1[CH:21]=[CH:20][CH:19]=[CH:18][CH:17]=1. Product: [Br:3][C:4]1[CH:13]=[C:12]2[C:7]([N:8]=[CH:9][C:10](=[O:14])[N:11]2[CH2:15][C:16]2[CH:21]=[CH:20][CH:19]=[CH:18][CH:17]=2)=[CH:6][CH:5]=1. The catalyst class is: 303. (2) Reactant: [O:1]=[C:2]1[NH:6][C@H:5]([CH2:7]OS(C2C=CC(C)=CC=2)(=O)=O)[CH2:4][CH2:3]1.[N-:19]=[N+:20]=[N-:21].[Na+]. Product: [N:19]([CH2:7][C@H:5]1[NH:6][C:2](=[O:1])[CH2:3][CH2:4]1)=[N+:20]=[N-:21]. The catalyst class is: 3. (3) Reactant: C(OC([O:8][C@@H:9]1[C@@H:13]([CH2:14][O:15]C(OC(C)(C)C)=O)[O:12][C@@H:11]([N:23]2[CH:43]=[CH:42][C:27]([NH:28][C:29]([O:31][CH:32]([C:34]3[S:35][C:36]([N+:39]([O-:41])=[O:40])=[CH:37][CH:38]=3)[CH3:33])=[O:30])=[N:26][C:24]2=[O:25])[C:10]1([F:45])[F:44])=O)(C)(C)C.C(O)(C(F)(F)F)=O. Product: [N+:39]([C:36]1[S:35][C:34]([CH:32]([O:31][C:29]([NH:28][C:27]2[CH:42]=[CH:43][N:23]([C@@H:11]3[O:12][C@H:13]([CH2:14][OH:15])[C@@H:9]([OH:8])[C:10]3([F:45])[F:44])[C:24](=[O:25])[N:26]=2)=[O:30])[CH3:33])=[CH:38][CH:37]=1)([O-:41])=[O:40]. The catalyst class is: 2. (4) Reactant: [Br:1][C:2]1[CH:3]=[N:4][CH:5]=[C:6]([Br:8])[CH:7]=1.O1CCCC1.C1(C)C=CC=CC=1.C[O:22][C:23](=O)[CH:24](NC)[NH:25][C:26](=[O:37])[C:27]1[CH:32]=[CH:31][CH:30]=[CH:29][C:28]=1[C:33]([F:36])([F:35])[F:34].[Cl-].[NH4+]. Product: [Br:1][C:2]1[C:3]([C:23](=[O:22])[CH2:24][NH:25][C:26](=[O:37])[C:27]2[CH:32]=[CH:31][CH:30]=[CH:29][C:28]=2[C:33]([F:34])([F:36])[F:35])=[N:4][CH:5]=[C:6]([Br:8])[CH:7]=1. The catalyst class is: 30. (5) Reactant: [CH2:1]([O:3][C:4]([C:6]1[NH:7][C:8]2[C:13]([C:14]=1Br)=[CH:12][C:11]([NH:16][S:17]([C:20]1[CH:25]=[CH:24][C:23]([C:26]([CH3:29])([CH3:28])[CH3:27])=[CH:22][CH:21]=1)(=[O:19])=[O:18])=[CH:10][CH:9]=2)=[O:5])[CH3:2].[C:30]1(B(O)O)[CH:35]=[CH:34][CH:33]=[CH:32][CH:31]=1. Product: [CH2:1]([O:3][C:4]([C:6]1[NH:7][C:8]2[C:13]([C:14]=1[C:30]1[CH:35]=[CH:34][CH:33]=[CH:32][CH:31]=1)=[CH:12][C:11]([NH:16][S:17]([C:20]1[CH:25]=[CH:24][C:23]([C:26]([CH3:29])([CH3:28])[CH3:27])=[CH:22][CH:21]=1)(=[O:19])=[O:18])=[CH:10][CH:9]=2)=[O:5])[CH3:2]. The catalyst class is: 195. (6) Reactant: C(OC(=O)[NH:10][CH2:11][C@H:12]1[CH2:17][CH2:16][C@H:15]([C:18]2[N:22]3[CH:23]=[CH:24][N:25]=[C:26]([NH2:27])[C:21]3=[C:20]([C:28]3[CH:33]=[CH:32][C:31]([O:34][C:35]4[CH:40]=[CH:39][CH:38]=[CH:37][CH:36]=4)=[CH:30][CH:29]=3)[N:19]=2)[CH2:14][CH2:13]1)C1C=CC=CC=1. Product: [NH2:10][CH2:11][C@H:12]1[CH2:17][CH2:16][C@H:15]([C:18]2[N:22]3[CH:23]=[CH:24][N:25]=[C:26]([NH2:27])[C:21]3=[C:20]([C:28]3[CH:29]=[CH:30][C:31]([O:34][C:35]4[CH:40]=[CH:39][CH:38]=[CH:37][CH:36]=4)=[CH:32][CH:33]=3)[N:19]=2)[CH2:14][CH2:13]1. The catalyst class is: 33. (7) Reactant: [NH2:1][C:2]1[CH:26]=[C:25]([O:27][C:28]2[CH:33]=[CH:32][CH:31]=[CH:30][CH:29]=2)[CH:24]=[CH:23][C:3]=1[C:4]([NH:6][C:7]1[CH:12]=[CH:11][C:10]([O:13][CH2:14][CH2:15][N:16]2[CH2:20][CH2:19][CH2:18][CH2:17]2)=[C:9]([O:21][CH3:22])[CH:8]=1)=[O:5].FC(F)(F)C(O)=O.[N:41](OCCCC)=O.N12CCCN=C1CCCCC2. Product: [CH3:22][O:21][C:9]1[CH:8]=[C:7]([N:6]2[C:4](=[O:5])[C:3]3[CH:23]=[CH:24][C:25]([O:27][C:28]4[CH:29]=[CH:30][CH:31]=[CH:32][CH:33]=4)=[CH:26][C:2]=3[N:1]=[N:41]2)[CH:12]=[CH:11][C:10]=1[O:13][CH2:14][CH2:15][N:16]1[CH2:17][CH2:18][CH2:19][CH2:20]1. The catalyst class is: 4. (8) Reactant: [NH2:1][C:2]1[C:10]([Cl:11])=[CH:9][C:8]([Br:12])=[CH:7][C:3]=1[C:4](O)=[O:5].[BH4-]. Product: [NH2:1][C:2]1[C:10]([Cl:11])=[CH:9][C:8]([Br:12])=[CH:7][C:3]=1[CH2:4][OH:5]. The catalyst class is: 1. (9) Reactant: [Cl:1][C:2]1[CH:3]=[N:4][CH:5]=[CH:6][C:7]=1I.[Br:9][C:10]1[CH:11]=[CH:12][C:13](OC)=[C:14](B(O)O)[CH:15]=1.[C:21](=[O:24])([O-])[O-].[K+].[K+].C1(C)C=CC=CC=1. Product: [Br:9][C:10]1[CH:11]=[CH:12][C:13]([C:7]2[CH:6]=[CH:5][N:4]=[CH:3][C:2]=2[Cl:1])=[C:14]([O:24][CH3:21])[CH:15]=1. The catalyst class is: 97.